This data is from NCI-60 drug combinations with 297,098 pairs across 59 cell lines. The task is: Regression. Given two drug SMILES strings and cell line genomic features, predict the synergy score measuring deviation from expected non-interaction effect. Synergy scores: CSS=2.72, Synergy_ZIP=0.184, Synergy_Bliss=0.328, Synergy_Loewe=-1.59, Synergy_HSA=-1.27. Cell line: NCIH23. Drug 1: CN(C)N=NC1=C(NC=N1)C(=O)N. Drug 2: CC1=C(C=C(C=C1)C(=O)NC2=CC(=CC(=C2)C(F)(F)F)N3C=C(N=C3)C)NC4=NC=CC(=N4)C5=CN=CC=C5.